Dataset: NCI-60 drug combinations with 297,098 pairs across 59 cell lines. Task: Regression. Given two drug SMILES strings and cell line genomic features, predict the synergy score measuring deviation from expected non-interaction effect. (1) Drug 1: CC1CCC2CC(C(=CC=CC=CC(CC(C(=O)C(C(C(=CC(C(=O)CC(OC(=O)C3CCCCN3C(=O)C(=O)C1(O2)O)C(C)CC4CCC(C(C4)OC)OCCO)C)C)O)OC)C)C)C)OC. Drug 2: C1=NC2=C(N1)C(=S)N=CN2. Cell line: NCI-H226. Synergy scores: CSS=18.3, Synergy_ZIP=-2.82, Synergy_Bliss=-0.0309, Synergy_Loewe=-0.430, Synergy_HSA=0.930. (2) Drug 1: CCC1(CC2CC(C3=C(CCN(C2)C1)C4=CC=CC=C4N3)(C5=C(C=C6C(=C5)C78CCN9C7C(C=CC9)(C(C(C8N6C=O)(C(=O)OC)O)OC(=O)C)CC)OC)C(=O)OC)O.OS(=O)(=O)O. Drug 2: CNC(=O)C1=NC=CC(=C1)OC2=CC=C(C=C2)NC(=O)NC3=CC(=C(C=C3)Cl)C(F)(F)F. Cell line: NCI-H322M. Synergy scores: CSS=0.146, Synergy_ZIP=0.748, Synergy_Bliss=-2.02, Synergy_Loewe=0.591, Synergy_HSA=-4.56. (3) Cell line: OVCAR-5. Drug 1: C1CC(=O)NC(=O)C1N2C(=O)C3=CC=CC=C3C2=O. Synergy scores: CSS=36.5, Synergy_ZIP=3.01, Synergy_Bliss=4.18, Synergy_Loewe=-39.5, Synergy_HSA=3.58. Drug 2: CC1C(C(CC(O1)OC2CC(CC3=C2C(=C4C(=C3O)C(=O)C5=CC=CC=C5C4=O)O)(C(=O)C)O)N)O. (4) Drug 1: CC1CCC2CC(C(=CC=CC=CC(CC(C(=O)C(C(C(=CC(C(=O)CC(OC(=O)C3CCCCN3C(=O)C(=O)C1(O2)O)C(C)CC4CCC(C(C4)OC)O)C)C)O)OC)C)C)C)OC. Drug 2: C1CN(P(=O)(OC1)NCCCl)CCCl. Cell line: HT29. Synergy scores: CSS=15.5, Synergy_ZIP=1.01, Synergy_Bliss=6.75, Synergy_Loewe=-13.7, Synergy_HSA=2.35. (5) Drug 1: CC1=CC=C(C=C1)C2=CC(=NN2C3=CC=C(C=C3)S(=O)(=O)N)C(F)(F)F. Drug 2: C1C(C(OC1N2C=NC3=C(N=C(N=C32)Cl)N)CO)O. Cell line: NCI-H322M. Synergy scores: CSS=-0.0960, Synergy_ZIP=-0.718, Synergy_Bliss=-0.549, Synergy_Loewe=-2.78, Synergy_HSA=-2.68. (6) Cell line: 786-0. Synergy scores: CSS=39.3, Synergy_ZIP=-0.446, Synergy_Bliss=1.87, Synergy_Loewe=-32.2, Synergy_HSA=3.24. Drug 1: CC1=C2C(C(=O)C3(C(CC4C(C3C(C(C2(C)C)(CC1OC(=O)C(C(C5=CC=CC=C5)NC(=O)C6=CC=CC=C6)O)O)OC(=O)C7=CC=CC=C7)(CO4)OC(=O)C)O)C)OC(=O)C. Drug 2: CC(C)NC(=O)C1=CC=C(C=C1)CNNC.Cl.